Dataset: NCI-60 drug combinations with 297,098 pairs across 59 cell lines. Task: Regression. Given two drug SMILES strings and cell line genomic features, predict the synergy score measuring deviation from expected non-interaction effect. Drug 1: CN1CCC(CC1)COC2=C(C=C3C(=C2)N=CN=C3NC4=C(C=C(C=C4)Br)F)OC. Drug 2: CCC(=C(C1=CC=CC=C1)C2=CC=C(C=C2)OCCN(C)C)C3=CC=CC=C3.C(C(=O)O)C(CC(=O)O)(C(=O)O)O. Cell line: SNB-75. Synergy scores: CSS=9.28, Synergy_ZIP=-2.35, Synergy_Bliss=2.21, Synergy_Loewe=-4.88, Synergy_HSA=1.27.